Dataset: NCI-60 drug combinations with 297,098 pairs across 59 cell lines. Task: Regression. Given two drug SMILES strings and cell line genomic features, predict the synergy score measuring deviation from expected non-interaction effect. (1) Drug 1: CC1C(C(=O)NC(C(=O)N2CCCC2C(=O)N(CC(=O)N(C(C(=O)O1)C(C)C)C)C)C(C)C)NC(=O)C3=C4C(=C(C=C3)C)OC5=C(C(=O)C(=C(C5=N4)C(=O)NC6C(OC(=O)C(N(C(=O)CN(C(=O)C7CCCN7C(=O)C(NC6=O)C(C)C)C)C)C(C)C)C)N)C. Drug 2: CN(CCCl)CCCl.Cl. Cell line: A549. Synergy scores: CSS=38.1, Synergy_ZIP=-5.60, Synergy_Bliss=-3.03, Synergy_Loewe=-7.45, Synergy_HSA=-3.36. (2) Drug 1: COC1=C(C=C2C(=C1)N=CN=C2NC3=CC(=C(C=C3)F)Cl)OCCCN4CCOCC4. Drug 2: CNC(=O)C1=NC=CC(=C1)OC2=CC=C(C=C2)NC(=O)NC3=CC(=C(C=C3)Cl)C(F)(F)F. Cell line: NCI-H522. Synergy scores: CSS=52.8, Synergy_ZIP=0.371, Synergy_Bliss=-0.280, Synergy_Loewe=1.61, Synergy_HSA=3.38. (3) Drug 1: C1C(C(OC1N2C=C(C(=O)NC2=O)F)CO)O. Drug 2: CC1=C2C(C(=O)C3(C(CC4C(C3C(C(C2(C)C)(CC1OC(=O)C(C(C5=CC=CC=C5)NC(=O)OC(C)(C)C)O)O)OC(=O)C6=CC=CC=C6)(CO4)OC(=O)C)O)C)O. Cell line: SK-MEL-28. Synergy scores: CSS=13.5, Synergy_ZIP=-0.548, Synergy_Bliss=7.18, Synergy_Loewe=-12.3, Synergy_HSA=-1.69. (4) Drug 1: CC1=C(C=C(C=C1)NC(=O)C2=CC=C(C=C2)CN3CCN(CC3)C)NC4=NC=CC(=N4)C5=CN=CC=C5. Drug 2: C1=CN(C=N1)CC(O)(P(=O)(O)O)P(=O)(O)O. Synergy scores: CSS=2.92, Synergy_ZIP=7.79, Synergy_Bliss=5.37, Synergy_Loewe=-2.74, Synergy_HSA=-1.61. Cell line: T-47D.